From a dataset of hERG potassium channel inhibition data for cardiac toxicity prediction from Karim et al.. Regression/Classification. Given a drug SMILES string, predict its toxicity properties. Task type varies by dataset: regression for continuous values (e.g., LD50, hERG inhibition percentage) or binary classification for toxic/non-toxic outcomes (e.g., AMES mutagenicity, cardiotoxicity, hepatotoxicity). Dataset: herg_karim. The compound is Cc1nc(C)c(-c2nnc(CCCCN3CC4C[C@]4(c4ccc(C(F)(F)F)cc4)C3)n2C)o1. The result is 1 (blocker).